Task: Predict the reaction yield, written as a fraction of the theoretical maximum amount of product (1.0 means a 100% yield; for example, 0.34 means a 34% yield).. Dataset: Reaction yield outcomes from USPTO patents with 853,638 reactions The reactants are [CH:1]1([C:4]2[O:5][C:6]([C:9]3[CH:10]=[C:11]4[C:15](=[CH:16][CH:17]=3)[N:14](S(C3C=CC(C)=CC=3)(=O)=O)[CH:13]=[C:12]4[C:28]3[CH:33]=[N:32][CH:31]=[C:30]([CH:34]4[CH2:36][CH2:35]4)[N:29]=3)=[N:7][N:8]=2)[CH2:3][CH2:2]1.[OH-].[Na+]. The catalyst is O1CCOCC1. The product is [CH:1]1([C:4]2[O:5][C:6]([C:9]3[CH:10]=[C:11]4[C:15](=[CH:16][CH:17]=3)[NH:14][CH:13]=[C:12]4[C:28]3[CH:33]=[N:32][CH:31]=[C:30]([CH:34]4[CH2:36][CH2:35]4)[N:29]=3)=[N:7][N:8]=2)[CH2:3][CH2:2]1. The yield is 0.500.